From a dataset of Forward reaction prediction with 1.9M reactions from USPTO patents (1976-2016). Predict the product of the given reaction. (1) Given the reactants Br[C:2]1[C:3]([NH2:11])=[N:4][CH:5]=[C:6]([N+:8]([O-:10])=[O:9])[CH:7]=1.[C:12]([C:14]1[CH:19]=[CH:18][CH:17]=[CH:16][CH:15]=1)#[CH:13], predict the reaction product. The product is: [N+:8]([C:6]1[CH:7]=[C:2]([C:13]#[C:12][C:14]2[CH:19]=[CH:18][CH:17]=[CH:16][CH:15]=2)[C:3]([NH2:11])=[N:4][CH:5]=1)([O-:10])=[O:9]. (2) Given the reactants Cl[C:2]1[N:9]=[CH:8][CH:7]=[CH:6][C:3]=1[C:4]#[N:5].[Al](C)(C)C.C1(C)C=CC=CC=1.[ClH:21].[CH3:22][NH2:23], predict the reaction product. The product is: [CH3:22][NH:23][C:4](=[NH:5])[C:3]1[CH:6]=[CH:7][C:8]([Cl:21])=[N:9][CH:2]=1. (3) Given the reactants [C:1]([O:4][CH:5]([CH3:9])[C:6](Cl)=[O:7])(=[O:3])[CH3:2].[C:10]1([N:15]2[CH2:19][CH2:18][CH2:17][CH2:16]2)[CH2:14][CH2:13][CH2:12][CH:11]=1.C(N(CC)CC)C, predict the reaction product. The product is: [C:1]([O:4][CH:5]([CH3:9])[C:6](=[O:7])[C:11]1[CH2:12][CH2:13][CH2:14][C:10]=1[N:15]1[CH2:19][CH2:18][CH2:17][CH2:16]1)(=[O:3])[CH3:2].